From a dataset of Reaction yield outcomes from USPTO patents with 853,638 reactions. Predict the reaction yield, written as a fraction of the theoretical maximum amount of product (1.0 means a 100% yield; for example, 0.34 means a 34% yield). (1) The reactants are [CH3:1][C:2]1[CH:3]=[CH:4][C:5]([N+:22]([O-])=O)=[C:6]([NH:8][CH:9]2[CH2:14][CH2:13][N:12]([C:15]([O:17][C:18]([CH3:21])([CH3:20])[CH3:19])=[O:16])[CH2:11][CH2:10]2)[CH:7]=1. The catalyst is C(O)C.[Pd]. The product is [NH2:22][C:5]1[CH:4]=[CH:3][C:2]([CH3:1])=[CH:7][C:6]=1[NH:8][CH:9]1[CH2:14][CH2:13][N:12]([C:15]([O:17][C:18]([CH3:21])([CH3:20])[CH3:19])=[O:16])[CH2:11][CH2:10]1. The yield is 0.930. (2) The reactants are C([O-])([O-])=O.[Na+].[Na+].[CH:7]([C:9]1[CH:10]=[C:11](B(O)O)[CH:12]=[CH:13][CH:14]=1)=[O:8].Br[C:19]1[N:24]=[CH:23][CH:22]=[CH:21][N:20]=1. The catalyst is O.COCCOC.ClCCl.C1C=CC([P]([Pd]([P](C2C=CC=CC=2)(C2C=CC=CC=2)C2C=CC=CC=2)([P](C2C=CC=CC=2)(C2C=CC=CC=2)C2C=CC=CC=2)[P](C2C=CC=CC=2)(C2C=CC=CC=2)C2C=CC=CC=2)(C2C=CC=CC=2)C2C=CC=CC=2)=CC=1. The product is [N:20]1[CH:21]=[CH:22][CH:23]=[N:24][C:19]=1[C:11]1[CH:10]=[C:9]([CH:14]=[CH:13][CH:12]=1)[CH:7]=[O:8]. The yield is 0.630. (3) The reactants are [CH3:1][O-:2].[Na+].ClC(Cl)(Cl)C([C:8]1[CH:9]=[C:10]([C:13]#[N:14])[NH:11][CH:12]=1)=O.[CH3:17][OH:18]. No catalyst specified. The product is [C:13]([C:10]1[NH:11][CH:12]=[C:8]([C:1]([O:18][CH3:17])=[O:2])[CH:9]=1)#[N:14]. The yield is 0.980. (4) The reactants are Br[C:2]1[N:7]=[N:6][C:5]([C:8]2[CH:17]=[CH:16][C:15]3[C:10](=[CH:11][CH:12]=[CH:13][CH:14]=3)[CH:9]=2)=[C:4]([C:18]2[CH:23]=[CH:22][N:21]=[CH:20][CH:19]=2)[CH:3]=1.[NH:24]1[CH2:29][CH2:28][CH2:27][CH2:26][CH2:25]1. The catalyst is C(O)C. The product is [CH:9]1[C:10]2[C:15](=[CH:14][CH:13]=[CH:12][CH:11]=2)[CH:16]=[CH:17][C:8]=1[C:5]1[N:6]=[N:7][C:2]([N:24]2[CH2:29][CH2:28][CH2:27][CH2:26][CH2:25]2)=[CH:3][C:4]=1[C:18]1[CH:23]=[CH:22][N:21]=[CH:20][CH:19]=1. The yield is 0.950. (5) The reactants are [CH2:1]1[O:3][C@H:2]1[CH2:4][Cl:5].[NH2:6][C:7]1[CH:12]=[CH:11][C:10]([N:13]2[CH2:18][CH2:17][O:16][CH2:15][C:14]2=[O:19])=[CH:9][CH:8]=1. The catalyst is O.C(O)C. The product is [Cl:5][CH2:4][C@H:2]([OH:3])[CH2:1][NH:6][C:7]1[CH:8]=[CH:9][C:10]([N:13]2[CH2:18][CH2:17][O:16][CH2:15][C:14]2=[O:19])=[CH:11][CH:12]=1. The yield is 0.800. (6) The reactants are [Br:1][C:2]1[CH:3]=[C:4]([N:8]2[CH2:13][CH2:12][NH:11][CH2:10][CH2:9]2)[CH:5]=[CH:6][CH:7]=1.[C:14](O[C:14]([O:16][C:17]([CH3:20])([CH3:19])[CH3:18])=[O:15])([O:16][C:17]([CH3:20])([CH3:19])[CH3:18])=[O:15].C(N(CC)CC)C.O. The catalyst is C(Cl)Cl. The product is [Br:1][C:2]1[CH:3]=[C:4]([N:8]2[CH2:13][CH2:12][N:11]([C:14]([O:16][C:17]([CH3:20])([CH3:19])[CH3:18])=[O:15])[CH2:10][CH2:9]2)[CH:5]=[CH:6][CH:7]=1. The yield is 0.990. (7) The reactants are C(N(CC)CC)C.[C:8]([O:12][C:13]([N:15]1[CH2:20][CH2:19][NH:18][CH2:17][CH2:16]1)=[O:14])([CH3:11])([CH3:10])[CH3:9].[Br:21][C:22]1[CH:27]=[CH:26][C:25]([S:28](Cl)(=[O:30])=[O:29])=[CH:24][CH:23]=1. The catalyst is O1CCCC1. The product is [C:8]([O:12][C:13]([N:15]1[CH2:20][CH2:19][N:18]([S:28]([C:25]2[CH:26]=[CH:27][C:22]([Br:21])=[CH:23][CH:24]=2)(=[O:30])=[O:29])[CH2:17][CH2:16]1)=[O:14])([CH3:11])([CH3:9])[CH3:10]. The yield is 0.920.